From a dataset of Catalyst prediction with 721,799 reactions and 888 catalyst types from USPTO. Predict which catalyst facilitates the given reaction. (1) Reactant: F[C:2]1[CH:3]=[C:4]([CH:13]=[CH:14][C:15]=1[N+:16]([O-:18])=[O:17])[O:5][CH2:6][C:7]1[CH:11]=[CH:10][N:9]([CH3:12])[N:8]=1.[F:19][C:20]1[CH:25]=[C:24]([O:26][C:27]([F:30])([F:29])[F:28])[CH:23]=[CH:22][C:21]=1[CH2:31][NH2:32].CCN(C(C)C)C(C)C. Product: [F:19][C:20]1[CH:25]=[C:24]([O:26][C:27]([F:28])([F:29])[F:30])[CH:23]=[CH:22][C:21]=1[CH2:31][NH:32][C:2]1[CH:3]=[C:4]([O:5][CH2:6][C:7]2[CH:11]=[CH:10][N:9]([CH3:12])[N:8]=2)[CH:13]=[CH:14][C:15]=1[N+:16]([O-:18])=[O:17]. The catalyst class is: 10. (2) Reactant: [CH2:1]([O:3][C:4]([CH2:6][C:7]1[N:8]=[C:9]([S:12][CH2:13][C:14]([NH:16][CH2:17][C@H:18]2[O:23][CH2:22][CH2:21][NH:20][CH2:19]2)=[O:15])[S:10][CH:11]=1)=[O:5])[CH3:2].[Cl:24][C:25]1[CH:32]=[CH:31][C:28]([CH:29]=O)=[CH:27][CH:26]=1.C(O[BH-](OC(=O)C)OC(=O)C)(=O)C.[Na+].C(=O)([O-])O.[Na+]. Product: [Cl:24][C:25]1[CH:32]=[CH:31][C:28]([CH2:29][N:20]2[CH2:21][CH2:22][O:23][C@@H:18]([CH2:17][NH:16][C:14](=[O:15])[CH2:13][S:12][C:9]3[S:10][CH:11]=[C:7]([CH2:6][C:4]([O:3][CH2:1][CH3:2])=[O:5])[N:8]=3)[CH2:19]2)=[CH:27][CH:26]=1. The catalyst class is: 322. (3) Reactant: [CH3:1][C:2]([O:6][CH2:7][CH:8]1[CH2:10][O:9]1)([CH3:5])[CH2:3][OH:4].C12(CS(O)(=O)=O)C(C)(C)C(CC1)CC2=O.C(=O)([O-])O.[Na+]. Product: [CH3:1][C:2]1([CH3:5])[CH2:3][O:4][CH:8]([CH2:10][OH:9])[CH2:7][O:6]1. The catalyst class is: 4. (4) Reactant: [CH3:13][C:12]([O:11][C:9](O[C:9]([O:11][C:12]([CH3:15])([CH3:14])[CH3:13])=[O:10])=[O:10])([CH3:15])[CH3:14].Cl.[NH2:17][CH2:18][CH:19]([C:23]1[CH:27]=[CH:26][S:25][CH:24]=1)[C:20]([OH:22])=[O:21].Cl. Product: [C:12]([O:11][C:9]([NH:17][CH2:18][CH:19]([C:23]1[CH:27]=[CH:26][S:25][CH:24]=1)[C:20]([OH:22])=[O:21])=[O:10])([CH3:13])([CH3:14])[CH3:15]. The catalyst class is: 758. (5) Reactant: C([O:8][C:9]1[CH:14]=[CH:13][C:12]([C:15]2[N:16]3[C:20]([N:21]=[C:22]4[CH2:28][CH2:27][CH2:26][CH2:25][CH2:24][C:23]=24)=[CH:19][CH:18]=[N:17]3)=[CH:11][CH:10]=1)C1C=CC=CC=1.CCOC(C)=O. Product: [N:17]1[N:16]2[C:20]([N:21]=[C:22]3[CH2:28][CH2:27][CH2:26][CH2:25][CH2:24][C:23]3=[C:15]2[C:12]2[CH:11]=[CH:10][C:9]([OH:8])=[CH:14][CH:13]=2)=[CH:19][CH:18]=1. The catalyst class is: 19. (6) Reactant: [C:1]([O:5][C:6](=[O:14])[NH:7][C@@H:8]1[CH2:12][CH2:11][C@H:10](N)[CH2:9]1)([CH3:4])([CH3:3])[CH3:2].C([N:17](CC)CC)C.[C:22](Cl)(=[O:25])[CH2:23][CH3:24]. Product: [C:1]([O:5][C:6](=[O:14])[NH:7][C@:8]1([NH2:17])[CH2:12][CH2:11][C@H:10]([C:22](=[O:25])[CH2:23][CH3:24])[CH2:9]1)([CH3:4])([CH3:3])[CH3:2]. The catalyst class is: 4. (7) Reactant: [NH2:1][C:2]1[C:21]([C:22](=[O:32])[NH:23][C:24]2[CH:25]=[N:26][CH:27]=[CH:28][C:29]=2[O:30][CH3:31])=[C:5]2[N:6]=[C:7]3[CH2:13][CH2:12][N:11](C(OC(C)(C)C)=O)[CH2:10][C:8]3=[CH:9][N:4]2[N:3]=1.C(O)(C(F)(F)F)=O. Product: [NH2:1][C:2]1[C:21]([C:22]([NH:23][C:24]2[CH:25]=[N:26][CH:27]=[CH:28][C:29]=2[O:30][CH3:31])=[O:32])=[C:5]2[N:6]=[C:7]3[CH2:13][CH2:12][NH:11][CH2:10][C:8]3=[CH:9][N:4]2[N:3]=1. The catalyst class is: 2.